From a dataset of Forward reaction prediction with 1.9M reactions from USPTO patents (1976-2016). Predict the product of the given reaction. (1) Given the reactants [Mg].[C:2]1([C:14]2[C:15](=[O:29])[NH:16][C:17](=[O:28])[C:18]=2[C:19]2[C:27]3[C:22](=[CH:23][CH:24]=[CH:25][CH:26]=3)[NH:21][CH:20]=2)[C:12]2=[C:13]3[C:8](=[CH:9][CH:10]=[CH:11]2)[CH2:7][CH2:6][CH2:5][N:4]3[CH:3]=1.C(OCC)(=O)C, predict the reaction product. The product is: [C:2]1([C@H:14]2[C@H:18]([C:19]3[C:27]4[C:22](=[CH:23][CH:24]=[CH:25][CH:26]=4)[NH:21][CH:20]=3)[C:17](=[O:28])[NH:16][C:15]2=[O:29])[C:12]2=[C:13]3[C:8](=[CH:9][CH:10]=[CH:11]2)[CH2:7][CH2:6][CH2:5][N:4]3[CH:3]=1. (2) Given the reactants C[O:2][C:3](=O)[C@H:4]([OH:21])[C@@H:5]([NH:13][C:14]([O:16][C:17]([CH3:20])([CH3:19])[CH3:18])=[O:15])[CH2:6][C:7]1[CH:12]=[CH:11][CH:10]=[CH:9][CH:8]=1.[BH4-].[Na+].[CH3:25][S:26](Cl)(=[O:28])=[O:27].C(N(CC)CC)C, predict the reaction product. The product is: [C:17]([O:16][C:14]([NH:13][C@@H:5]([CH2:6][C:7]1[CH:12]=[CH:11][CH:10]=[CH:9][CH:8]=1)[C@@H:4]([OH:21])[CH2:3][O:2][S:26]([CH3:25])(=[O:28])=[O:27])=[O:15])([CH3:20])([CH3:19])[CH3:18]. (3) Given the reactants BrBr.BrC1C(Br)=C(Br)C(Br)=C2C(=O)OC(=O)C=12.[CH3:18][CH:19]([O:22][P:23]([O:30][CH:31](CCl)[CH3:32])([O:25][CH:26](CCl)[CH3:27])=[O:24])CCl, predict the reaction product. The product is: [CH2:26]([O:25][P:23]([O:30][CH2:31][CH3:32])([O:22][CH2:19][CH3:18])=[O:24])[CH3:27].